From a dataset of Full USPTO retrosynthesis dataset with 1.9M reactions from patents (1976-2016). Predict the reactants needed to synthesize the given product. (1) Given the product [Br:1][C:2]1[CH:3]=[C:4]([C:9](=[O:22])[CH:10]([C:12]2[C:17]([O:18][CH3:19])=[CH:16][CH:15]=[C:14]([F:20])[C:13]=2[Cl:21])[CH3:11])[C:5]([F:8])=[N:6][CH:7]=1, predict the reactants needed to synthesize it. The reactants are: [Br:1][C:2]1[CH:3]=[C:4]([CH:9]([OH:22])[CH:10]([C:12]2[C:17]([O:18][CH3:19])=[CH:16][CH:15]=[C:14]([F:20])[C:13]=2[Cl:21])[CH3:11])[C:5]([F:8])=[N:6][CH:7]=1.[Cr](Cl)([O-])(=O)=O.[NH+]1C=CC=CC=1. (2) Given the product [CH3:1][N:2]1[CH2:6][CH2:5][CH:4]([O:7][C:8]2[CH:13]=[CH:12][C:11]([NH2:14])=[CH:10][CH:9]=2)[CH2:3]1, predict the reactants needed to synthesize it. The reactants are: [CH3:1][N:2]1[CH2:6][CH2:5][CH:4]([O:7][C:8]2[CH:13]=[CH:12][C:11]([N+:14]([O-])=O)=[CH:10][CH:9]=2)[CH2:3]1.C(O)(C(F)(F)F)=O. (3) Given the product [CH:14]1([C:12]([C:6]2[CH:7]=[N:8][C:9]3[C:4]([C:5]=2[NH:17][C@H:18]2[CH2:23][CH2:22][C@H:21]([CH2:24][N:25]4[CH2:29][CH2:28][CH:27]([OH:30])[CH2:26]4)[CH2:20][CH2:19]2)=[CH:3][C:2]([C:36]2[CH:37]=[C:32]([Cl:31])[C:33]([OH:48])=[C:34]([Cl:47])[CH:35]=2)=[CH:11][CH:10]=3)=[O:13])[CH2:16][CH2:15]1, predict the reactants needed to synthesize it. The reactants are: Br[C:2]1[CH:3]=[C:4]2[C:9](=[CH:10][CH:11]=1)[N:8]=[CH:7][C:6]([C:12]([CH:14]1[CH2:16][CH2:15]1)=[O:13])=[C:5]2[NH:17][C@H:18]1[CH2:23][CH2:22][C@H:21]([CH2:24][N:25]2[CH2:29][CH2:28][CH:27]([OH:30])[CH2:26]2)[CH2:20][CH2:19]1.[Cl:31][C:32]1[CH:37]=[C:36](B2OC(C)(C)C(C)(C)O2)[CH:35]=[C:34]([Cl:47])[C:33]=1[OH:48]. (4) Given the product [Cl:17][C:18]1[CH:26]=[C:25]2[C:21]([C:22](=[CH:1][C:3]3[NH:4][C:5]4[CH2:6][CH2:7][CH2:8][CH2:9][C:10]=4[C:11]=3[CH2:12][CH2:13][C:14]([OH:16])=[O:15])[C:23](=[O:27])[NH:24]2)=[CH:20][CH:19]=1, predict the reactants needed to synthesize it. The reactants are: [CH:1]([C:3]1[NH:4][C:5]2[CH2:6][CH2:7][CH2:8][CH2:9][C:10]=2[C:11]=1[CH2:12][CH2:13][C:14]([OH:16])=[O:15])=O.[Cl:17][C:18]1[CH:26]=[C:25]2[C:21]([CH2:22][C:23](=[O:27])[NH:24]2)=[CH:20][CH:19]=1.N1CCCCC1.C(O)(=O)C.